Dataset: Catalyst prediction with 721,799 reactions and 888 catalyst types from USPTO. Task: Predict which catalyst facilitates the given reaction. Reactant: C(OC(=O)[NH:7][CH2:8][CH2:9][CH:10]([NH:16][C:17]1[N:22]=[C:21]([C:23]2[N:27]3[CH:28]=[CH:29][N:30]=[C:31]([N:32]4[CH2:37][CH2:36][N:35]([CH3:38])[CH2:34][CH2:33]4)[C:26]3=[N:25][CH:24]=2)[CH:20]=[CH:19][N:18]=1)[C:11]1[CH:15]=[CH:14][S:13][CH:12]=1)(C)(C)C.Cl. Product: [CH3:38][N:35]1[CH2:34][CH2:33][N:32]([C:31]2[C:26]3[N:27]([C:23]([C:21]4[CH:20]=[CH:19][N:18]=[C:17]([NH:16][CH:10]([C:11]5[CH:15]=[CH:14][S:13][CH:12]=5)[CH2:9][CH2:8][NH2:7])[N:22]=4)=[CH:24][N:25]=3)[CH:28]=[CH:29][N:30]=2)[CH2:37][CH2:36]1. The catalyst class is: 8.